Dataset: Peptide-MHC class II binding affinity with 134,281 pairs from IEDB. Task: Regression. Given a peptide amino acid sequence and an MHC pseudo amino acid sequence, predict their binding affinity value. This is MHC class II binding data. The binding affinity (normalized) is 0.274. The MHC is HLA-DQA10501-DQB10301 with pseudo-sequence HLA-DQA10501-DQB10301. The peptide sequence is VSKAPQLVPKLDEVY.